Dataset: Reaction yield outcomes from USPTO patents with 853,638 reactions. Task: Predict the reaction yield, written as a fraction of the theoretical maximum amount of product (1.0 means a 100% yield; for example, 0.34 means a 34% yield). The reactants are [Cl:1][C:2]1[S:6][C:5]([S:7]([NH2:10])(=[O:9])=[O:8])=[CH:4][CH:3]=1.[NH2:11][C:12]1[CH:17]=[CH:16][C:15]([N:18]2[C:22](=[O:23])[C:21]3[CH:24]=[C:25]([Cl:28])[CH:26]=[CH:27][C:20]=3[C:19]2=[O:29])=[C:14]([CH3:30])[CH:13]=1.[C:31](Cl)(=[O:35])[C:32](Cl)=[O:33]. No catalyst specified. The product is [Cl:1][C:2]1[S:6][C:5]([S:7]([NH:10][C:31](=[O:35])[C:32]([NH:11][C:12]2[CH:17]=[CH:16][C:15]([N:18]3[C:22](=[O:23])[C:21]4[CH:24]=[C:25]([Cl:28])[CH:26]=[CH:27][C:20]=4[C:19]3=[O:29])=[C:14]([CH3:30])[CH:13]=2)=[O:33])(=[O:9])=[O:8])=[CH:4][CH:3]=1. The yield is 0.440.